Dataset: Forward reaction prediction with 1.9M reactions from USPTO patents (1976-2016). Task: Predict the product of the given reaction. Given the reactants Br[CH2:2][C:3]1[CH:20]=[C:19]([C:21]([F:24])([F:23])[F:22])[CH:18]=[CH:17][C:4]=1[O:5][C:6]1[CH:7]=[C:8]([CH:12]([CH3:16])[C:13]([OH:15])=[O:14])[CH:9]=[CH:10][CH:11]=1.[O:25]1[CH2:29][C:28](=O)[N:27]=[C-:26]1.[H-].[Na+].CN(C=[O:37])C, predict the reaction product. The product is: [O:37]=[C:26]1[N:27]([CH2:2][C:3]2[CH:20]=[C:19]([C:21]([F:24])([F:23])[F:22])[CH:18]=[CH:17][C:4]=2[O:5][C:6]2[CH:7]=[C:8]([CH:12]([CH3:16])[C:13]([OH:15])=[O:14])[CH:9]=[CH:10][CH:11]=2)[CH2:28][CH2:29][O:25]1.